The task is: Regression. Given a peptide amino acid sequence and an MHC pseudo amino acid sequence, predict their binding affinity value. This is MHC class II binding data.. This data is from Peptide-MHC class II binding affinity with 134,281 pairs from IEDB. (1) The peptide sequence is KLTITGKGTLDGQGK. The MHC is HLA-DQA10401-DQB10402 with pseudo-sequence HLA-DQA10401-DQB10402. The binding affinity (normalized) is 0. (2) The peptide sequence is TVWAQSAAFPAFKPE. The MHC is DRB5_0101 with pseudo-sequence DRB5_0101. The binding affinity (normalized) is 1.00. (3) The peptide sequence is QDHQEEICEVVLAKS. The MHC is HLA-DQA10501-DQB10301 with pseudo-sequence HLA-DQA10501-DQB10301. The binding affinity (normalized) is 0.491. (4) The peptide sequence is GEFLLDLRPATAWSLYAV. The MHC is DRB1_0301 with pseudo-sequence DRB1_0301. The binding affinity (normalized) is 0.634. (5) The peptide sequence is PHAATIRVLALGNQE. The MHC is DRB1_0301 with pseudo-sequence DRB1_0301. The binding affinity (normalized) is 0.244. (6) The peptide sequence is KIPKKASEGAVDIIN. The MHC is DRB1_0701 with pseudo-sequence DRB1_0701. The binding affinity (normalized) is 0.447.